This data is from Catalyst prediction with 721,799 reactions and 888 catalyst types from USPTO. The task is: Predict which catalyst facilitates the given reaction. Reactant: [C:1]([C:3]1([NH:13]C(=O)C)[CH2:8][C:7]([CH3:10])([CH3:9])[NH:6][C:5]([CH3:12])([CH3:11])[CH2:4]1)#[N:2].[H][H].CC1NC2(CC(C)(C)NC(C)(C)C2)CN=1.NCC1(NC(=O)C)CC(C)(C)NC(C)(C)C1.[OH-].[Na+]. Product: [NH2:2][CH2:1][C:3]1([NH2:13])[CH2:8][C:7]([CH3:9])([CH3:10])[NH:6][C:5]([CH3:12])([CH3:11])[CH2:4]1. The catalyst class is: 94.